From a dataset of Catalyst prediction with 721,799 reactions and 888 catalyst types from USPTO. Predict which catalyst facilitates the given reaction. (1) The catalyst class is: 2. Reactant: COC1C=C(OC)C=CC=1C[N:6]([C:31]1[S:32][CH:33]=[CH:34][N:35]=1)[S:7]([C:10]1[CH:19]=[CH:18][C:17]2[C:12](=[CH:13][CH:14]=[CH:15][C:16]=2[CH:20]2[CH2:24][CH2:23][CH2:22][N:21]2[CH:25]2[CH2:30][CH2:29][O:28][CH2:27][CH2:26]2)[CH:11]=1)(=[O:9])=[O:8].[C:42]([OH:48])([C:44]([F:47])([F:46])[F:45])=[O:43]. Product: [F:45][C:44]([F:47])([F:46])[C:42]([OH:48])=[O:43].[O:28]1[CH2:29][CH2:30][CH:25]([N:21]2[CH2:22][CH2:23][CH2:24][CH:20]2[C:16]2[CH:15]=[CH:14][CH:13]=[C:12]3[C:17]=2[CH:18]=[CH:19][C:10]([S:7]([NH:6][C:31]2[S:32][CH:33]=[CH:34][N:35]=2)(=[O:8])=[O:9])=[CH:11]3)[CH2:26][CH2:27]1. (2) Reactant: [CH2:1]([C:8]1[CH:13]=[C:12]([CH3:14])[N:11]=[C:10](Cl)[N:9]=1)[C:2]1[CH:7]=[CH:6][CH:5]=[CH:4][CH:3]=1.[CH3:16][O:17][C:18]1[CH:19]=[C:20]([NH2:30])[CH:21]=[CH:22][C:23]=1[C:24]1[CH:25]=[N:26][N:27]([CH3:29])[CH:28]=1. Product: [CH2:1]([C:8]1[CH:13]=[C:12]([CH3:14])[N:11]=[C:10]([NH:30][C:20]2[CH:21]=[CH:22][C:23]([C:24]3[CH:25]=[N:26][N:27]([CH3:29])[CH:28]=3)=[C:18]([O:17][CH3:16])[CH:19]=2)[N:9]=1)[C:2]1[CH:7]=[CH:6][CH:5]=[CH:4][CH:3]=1. The catalyst class is: 96. (3) Reactant: [CH2:1]([O:8][C:9]([CH:11]1[CH2:16][CH2:15][N:14](NC(OC(C)(C)C)=O)[CH2:13][CH2:12]1)=[O:10])[C:2]1[CH:7]=[CH:6][CH:5]=[CH:4][CH:3]=1.[ClH:25]. Product: [ClH:25].[CH2:1]([O:8][C:9]([CH:11]1[CH2:16][CH2:15][NH:14][CH2:13][CH2:12]1)=[O:10])[C:2]1[CH:3]=[CH:4][CH:5]=[CH:6][CH:7]=1. The catalyst class is: 12. (4) Reactant: [C:1]1([NH:7]N)[CH:6]=[CH:5][CH:4]=[CH:3][CH:2]=1.[N+:9]([C:12]1[CH:17]=[CH:16][C:15]([CH2:18][C:19]([C:21]2[CH:26]=[CH:25][CH:24]=[CH:23][CH:22]=2)=O)=[CH:14][CH:13]=1)([O-:11])=[O:10].S(=O)(=O)(O)O.C(OCC)(=O)C.CCCCCCC. Product: [N+:9]([C:12]1[CH:17]=[CH:16][C:15]([C:18]2[C:6]3[C:1](=[CH:2][CH:3]=[CH:4][CH:5]=3)[NH:7][C:19]=2[C:21]2[CH:26]=[CH:25][CH:24]=[CH:23][CH:22]=2)=[CH:14][CH:13]=1)([O-:11])=[O:10]. The catalyst class is: 8. (5) Reactant: [CH2:1]([N:8]([CH2:12][CH:13]1[O:18][C:17]2[CH:19]=[C:20]([S:23]([CH3:26])(=[O:25])=[O:24])[CH:21]=[CH:22][C:16]=2[CH2:15][O:14]1)CCC)[C:2]1C=CC=C[CH:3]=1.CC(O)=O. Product: [CH3:26][S:23]([C:20]1[CH:21]=[CH:22][C:16]2[CH2:15][O:14][CH:13]([CH2:12][NH:8][CH2:1][CH2:2][CH3:3])[O:18][C:17]=2[CH:19]=1)(=[O:24])=[O:25]. The catalyst class is: 256. (6) Reactant: [NH:1]1[C:9]2[C:4](=[N:5][CH:6]=[CH:7][CH:8]=2)[CH:3]=[C:2]1[C:10]([NH2:12])=[O:11].[N:13]1[C:22]2[C:17](=[CH:18][CH:19]=[CH:20][C:21]=2[S:23][S:23][C:21]2[CH:20]=[CH:19][CH:18]=[C:17]3[C:22]=2[N:13]=[CH:14][CH:15]=[CH:16]3)[CH:16]=[CH:15][CH:14]=1. Product: [N:13]1[C:22]2[C:17](=[CH:18][CH:19]=[CH:20][C:21]=2[S:23][C:3]2[C:4]3=[N:5][CH:6]=[CH:7][CH:8]=[C:9]3[NH:1][C:2]=2[C:10]([NH2:12])=[O:11])[CH:16]=[CH:15][CH:14]=1. The catalyst class is: 3. (7) Reactant: [F:1][C:2]1[CH:7]=[CH:6][C:5]([O:8][CH3:9])=[CH:4][C:3]=1[C:10]1[C:11]([C:26]([O:28]CC)=O)=[CH:12][C:13]([O:16][CH2:17][C:18]2[CH:23]=[CH:22][C:21]([O:24][CH3:25])=[CH:20][CH:19]=2)=[CH:14][CH:15]=1.O.[NH2:32][NH2:33]. Product: [F:1][C:2]1[CH:7]=[CH:6][C:5]([O:8][CH3:9])=[CH:4][C:3]=1[C:10]1[C:11]([C:26]([NH:32][NH2:33])=[O:28])=[CH:12][C:13]([O:16][CH2:17][C:18]2[CH:23]=[CH:22][C:21]([O:24][CH3:25])=[CH:20][CH:19]=2)=[CH:14][CH:15]=1. The catalyst class is: 8.